Dataset: Reaction yield outcomes from USPTO patents with 853,638 reactions. Task: Predict the reaction yield, written as a fraction of the theoretical maximum amount of product (1.0 means a 100% yield; for example, 0.34 means a 34% yield). (1) The reactants are Br[C:2]1[CH:3]=[C:4]([C:18]([C:20]2[CH:21]=[N:22][C:23]([CH3:26])=[CH:24][CH:25]=2)=[O:19])[CH:5]=[C:6]([O:8]CC2C=CC(OC)=CC=2)[CH:7]=1.[Li][CH2:28][CH2:29][CH2:30][CH3:31].CCCCCC.BrC1C=C([O:45]CC2C=CC(OC)=CC=2)C=C(Br)C=1.C[C:57]1[CH:64]=[CH:63][C:60](C#N)=C[N:58]=1.Cl.[OH-].[Na+]. The catalyst is CCOCC. The product is [OH:8][C:6]1[CH:5]=[C:4]([C:18]([C:20]2[CH:21]=[N:22][C:23]([CH2:26][OH:45])=[CH:24][CH:25]=2)=[O:19])[CH:3]=[C:2]([C:28]2[CH:60]=[CH:63][CH:64]=[C:57]3[C:29]=2[CH:30]=[CH:31][NH:58]3)[CH:7]=1. The yield is 0.900. (2) The reactants are I[C:2]1[C:10]2[C:9]([CH3:11])=[N:8][CH:7]=[N:6][C:5]=2[N:4]([C@H:12]2[CH2:28][C@@H:15]3[O:16][CH:17]([C:20]4[CH:25]=[CH:24][C:23]([O:26][CH3:27])=[CH:22][CH:21]=4)[O:18][CH2:19][C@@H:14]3[CH2:13]2)[CH:3]=1.CCN(C(C)C)C(C)C.[C:38]([Si:40]([CH3:43])([CH3:42])[CH3:41])#[CH:39]. The catalyst is CN(C=O)C.[Cu]I.Cl[Pd](Cl)([P](C1C=CC=CC=1)(C1C=CC=CC=1)C1C=CC=CC=1)[P](C1C=CC=CC=1)(C1C=CC=CC=1)C1C=CC=CC=1. The product is [CH3:27][O:26][C:23]1[CH:24]=[CH:25][C:20]([CH:17]2[O:16][C@H:15]3[CH2:28][C@H:12]([N:4]4[C:5]5[N:6]=[CH:7][N:8]=[C:9]([CH3:11])[C:10]=5[C:2]([C:39]#[C:38][Si:40]([CH3:43])([CH3:42])[CH3:41])=[CH:3]4)[CH2:13][C@H:14]3[CH2:19][O:18]2)=[CH:21][CH:22]=1. The yield is 0.990. (3) The reactants are C([O:8][N:9]1[C:15](=[O:16])[N:14]2[CH2:17][C@H:10]1[CH2:11][CH2:12][C@H:13]2[C:18]([NH:20][O:21][CH:22]1[CH2:28][CH:27]2[N:29]([C:30]([O:32][C:33]([CH3:36])([CH3:35])[CH3:34])=[O:31])[CH:24]([CH2:25][CH2:26]2)[CH2:23]1)=[O:19])C1C=CC=CC=1.[H][H]. The catalyst is CO.[Pd]. The product is [OH:8][N:9]1[C:15](=[O:16])[N:14]2[CH2:17][C@H:10]1[CH2:11][CH2:12][C@H:13]2[C:18]([NH:20][O:21][CH:22]1[CH2:28][CH:27]2[N:29]([C:30]([O:32][C:33]([CH3:36])([CH3:35])[CH3:34])=[O:31])[CH:24]([CH2:25][CH2:26]2)[CH2:23]1)=[O:19]. The yield is 0.660. (4) The reactants are [OH:1][C:2]1[CH:3]=[C:4]([C:14]2[N:15]([C:24]([O:26][C:27]([CH3:30])([CH3:29])[CH3:28])=[O:25])[C:16]([C:19]3[S:20][CH:21]=[CH:22][N:23]=3)=[CH:17][CH:18]=2)[CH:5]=[C:6]([O:8][C@@H:9]([CH3:13])[CH2:10][O:11][CH3:12])[CH:7]=1.[CH3:31][O:32][C:33]([C:35]1[CH:40]=[CH:39][C:38](B(O)O)=[CH:37][CH:36]=1)=[O:34].C(N(CC)CC)C. The catalyst is ClCCl.C([O-])(=O)C.[Cu+2].C([O-])(=O)C. The product is [CH3:31][O:32][C:33]([C:35]1[CH:40]=[CH:39][C:38]([O:1][C:2]2[CH:3]=[C:4]([C:14]3[N:15]([C:24]([O:26][C:27]([CH3:29])([CH3:28])[CH3:30])=[O:25])[C:16]([C:19]4[S:20][CH:21]=[CH:22][N:23]=4)=[CH:17][CH:18]=3)[CH:5]=[C:6]([O:8][C@@H:9]([CH3:13])[CH2:10][O:11][CH3:12])[CH:7]=2)=[CH:37][CH:36]=1)=[O:34]. The yield is 0.460. (5) The reactants are O[CH2:2][C:3]1[CH:12]=[N:11][C:10]2[N:9]3[CH2:13][CH2:14][S:15][CH2:16][C@H:8]3[C:7](=[O:17])[NH:6][C:5]=2[CH:4]=1.[I-].C(C[P+](C)(C)C)#N.C(N(C(C)C)C(C)C)C.[N:35]1([C:41]2[CH:48]=[CH:47][C:44]([C:45]#[N:46])=[CH:43][N:42]=2)[CH2:40][CH2:39][NH:38][CH2:37][CH2:36]1. The catalyst is C(#N)CC. The product is [O:17]=[C:7]1[NH:6][C:5]2[CH:4]=[C:3]([CH2:2][N:38]3[CH2:39][CH2:40][N:35]([C:41]4[CH:48]=[CH:47][C:44]([C:45]#[N:46])=[CH:43][N:42]=4)[CH2:36][CH2:37]3)[CH:12]=[N:11][C:10]=2[N:9]2[CH2:13][CH2:14][S:15][CH2:16][C@@H:8]12. The yield is 0.402. (6) The reactants are [Si]([O:8][CH:9]([C:22]1[N:23]=[N:24][N:25]([C:27]2[CH:32]=[CH:31][CH:30]=[CH:29][N:28]=2)[N:26]=1)[CH2:10][CH2:11][CH2:12][CH2:13][CH2:14][CH2:15][C:16]1[CH:21]=[CH:20][CH:19]=[CH:18][CH:17]=1)(C(C)(C)C)(C)C.[N+](CCCC)(CCCC)(CCCC)CCCC.[F-]. The catalyst is C1COCC1.CCOC(C)=O. The product is [C:16]1([CH2:15][CH2:14][CH2:13][CH2:12][CH2:11][CH2:10][CH:9]([C:22]2[N:23]=[N:24][N:25]([C:27]3[CH:32]=[CH:31][CH:30]=[CH:29][N:28]=3)[N:26]=2)[OH:8])[CH:21]=[CH:20][CH:19]=[CH:18][CH:17]=1. The yield is 0.790. (7) The reactants are Br[C:2]1[CH:7]=[CH:6][C:5]([Br:8])=[CH:4][N:3]=1.[CH2:9]([CH:16]1[CH2:21][CH2:20][NH:19][CH2:18][CH2:17]1)[C:10]1[CH:15]=[CH:14][CH:13]=[CH:12][CH:11]=1. The catalyst is [Pd]. The product is [CH2:9]([CH:16]1[CH2:21][CH2:20][N:19]([C:2]2[CH:7]=[CH:6][C:5]([Br:8])=[CH:4][N:3]=2)[CH2:18][CH2:17]1)[C:10]1[CH:15]=[CH:14][CH:13]=[CH:12][CH:11]=1. The yield is 0.880.